Dataset: Reaction yield outcomes from USPTO patents with 853,638 reactions. Task: Predict the reaction yield, written as a fraction of the theoretical maximum amount of product (1.0 means a 100% yield; for example, 0.34 means a 34% yield). (1) The reactants are Cl[C:2]1[C:11]2[C:6](=[CH:7][CH:8]=[CH:9][CH:10]=2)[NH:5][C:4](=[O:12])[C:3]=1[C:13]#[N:14].COC1C=CC(C[NH2:22])=CC=1. The catalyst is CN(C=O)C. The product is [NH2:22][C:2]1[C:11]2[C:6](=[CH:7][CH:8]=[CH:9][CH:10]=2)[NH:5][C:4](=[O:12])[C:3]=1[C:13]#[N:14]. The yield is 0.250. (2) The yield is 0.910. The product is [Cl:27][C:28]1[N:29]=[N:30][C:31]([N:24]2[CH:23]=[C:22]([C:6]3[C:5]4[C:9](=[CH:10][C:11]([F:12])=[CH:3][CH:4]=4)[N:8]([S:13]([C:16]4[CH:17]=[CH:18][CH:19]=[CH:20][CH:21]=4)(=[O:15])=[O:14])[CH:7]=3)[CH:26]=[N:25]2)=[CH:32][CH:33]=1. The catalyst is CC#N.CCOC(C)=O.O. The reactants are Cl.F[C:3]1[CH:4]=[C:5]2[C:9](=[CH:10][C:11]=1[F:12])[N:8]([S:13]([C:16]1[CH:21]=[CH:20][CH:19]=[CH:18][CH:17]=1)(=[O:15])=[O:14])[CH:7]=[C:6]2[C:22]1[CH:23]=[N:24][NH:25][CH:26]=1.[Cl:27][C:28]1[N:29]=[N:30][C:31](Cl)=[CH:32][CH:33]=1.C([O-])([O-])=O.[K+].[K+].